This data is from Catalyst prediction with 721,799 reactions and 888 catalyst types from USPTO. The task is: Predict which catalyst facilitates the given reaction. Reactant: [CH3:1][N:2]1[CH2:7][CH2:6][N:5]([C:8]2[CH:14]=[CH:13][C:11]([NH2:12])=[CH:10][CH:9]=2)[CH2:4][CH2:3]1.Cl[C:16]1[C:17]2[C:22]([N:23]=[C:24]3[C:29]=1[CH:28]=[CH:27][CH:26]=[CH:25]3)=[CH:21][CH:20]=[CH:19][CH:18]=2. Product: [CH:18]1[C:17]2[C:22](=[N:23][C:24]3[C:29]([C:16]=2[NH:12][C:11]2[CH:13]=[CH:14][C:8]([N:5]4[CH2:4][CH2:3][N:2]([CH3:1])[CH2:7][CH2:6]4)=[CH:9][CH:10]=2)=[CH:28][CH:27]=[CH:26][CH:25]=3)[CH:21]=[CH:20][CH:19]=1. The catalyst class is: 209.